This data is from Catalyst prediction with 721,799 reactions and 888 catalyst types from USPTO. The task is: Predict which catalyst facilitates the given reaction. (1) Reactant: [OH:1][C:2]1[CH:3]=[C:4]([OH:8])[CH:5]=[CH:6][CH:7]=1.I[CH:10]([CH3:12])[CH3:11].[OH-].[K+].[OH-].[Na+]. Product: [CH:10]([O:1][C:2]1[CH:3]=[C:4]([OH:8])[CH:5]=[CH:6][CH:7]=1)([CH3:12])[CH3:11]. The catalyst class is: 40. (2) Reactant: O[CH2:2][C:3]1([CH3:9])[NH:7][C:6](=[O:8])[CH2:5][CH2:4]1.N1C=CC=CC=1.S(Cl)([Cl:18])=O. Product: [Cl:18][CH2:2][C:3]1([CH3:9])[NH:7][C:6](=[O:8])[CH2:5][CH2:4]1. The catalyst class is: 26.